Dataset: Peptide-MHC class I binding affinity with 185,985 pairs from IEDB/IMGT. Task: Regression. Given a peptide amino acid sequence and an MHC pseudo amino acid sequence, predict their binding affinity value. This is MHC class I binding data. (1) The peptide sequence is FGALFMWLL. The MHC is HLA-B53:01 with pseudo-sequence HLA-B53:01. The binding affinity (normalized) is 0.213. (2) The MHC is HLA-B37:01 with pseudo-sequence HLA-B37:01. The peptide sequence is SEAAYAKKI. The binding affinity (normalized) is 0.327.